From a dataset of Catalyst prediction with 721,799 reactions and 888 catalyst types from USPTO. Predict which catalyst facilitates the given reaction. (1) Product: [F:13][CH:14]([F:28])[O:15][C:16]1[CH:17]=[C:18]([CH:19]([C:5]2[C:4]3[C:8](=[N:9][CH:10]=[C:2]([Br:1])[CH:3]=3)[NH:7][CH:6]=2)[OH:20])[CH:21]=[C:22]([O:24][CH:25]([F:26])[F:27])[CH:23]=1. Reactant: [Br:1][C:2]1[CH:3]=[C:4]2[C:8](=[N:9][CH:10]=1)[NH:7][CH:6]=[CH:5]2.CO.[F:13][CH:14]([F:28])[O:15][C:16]1[CH:17]=[C:18]([CH:21]=[C:22]([O:24][CH:25]([F:27])[F:26])[CH:23]=1)[CH:19]=[O:20].[OH-].[K+]. The catalyst class is: 6. (2) Reactant: Cl.[CH:2]([NH2:4])=[NH:3].CC[O-].[Na+].O=[C:10]1[CH2:14][S:13][CH2:12][CH:11]1[C:15](OCC)=[O:16]. Product: [N:3]1[C:10]2[CH2:14][S:13][CH2:12][C:11]=2[C:15]([OH:16])=[N:4][CH:2]=1. The catalyst class is: 8. (3) Reactant: [CH2:1]([CH:3]1[N:8]([C:9]([O:11][C:12]([CH3:15])([CH3:14])[CH3:13])=[O:10])[CH2:7][CH2:6][C:5]([C:16]2[CH:21]=[CH:20][C:19]([N+:22]([O-])=O)=[C:18]([O:25][CH:26]([CH3:28])[CH3:27])[CH:17]=2)=[CH:4]1)[CH3:2].C([O-])=O.[NH4+]. Product: [NH2:22][C:19]1[CH:20]=[CH:21][C:16]([CH:5]2[CH2:6][CH2:7][N:8]([C:9]([O:11][C:12]([CH3:13])([CH3:15])[CH3:14])=[O:10])[CH:3]([CH2:1][CH3:2])[CH2:4]2)=[CH:17][C:18]=1[O:25][CH:26]([CH3:27])[CH3:28]. The catalyst class is: 43. (4) Reactant: Cl[C:2]1[N:7]=[CH:6][C:5]([O:8][CH2:9][CH2:10][CH2:11][CH:12]2[CH2:17][CH2:16][N:15]([C:18]3[O:22][N:21]=[C:20]([CH:23]([CH3:25])[CH3:24])[N:19]=3)[CH2:14][CH2:13]2)=[CH:4][N:3]=1.[C:26]([O:30][C:31](=[O:45])[NH:32][C@@H:33]1[C@@H:37]([N:38]2[CH2:43][CH2:42][CH2:41][CH2:40][C:39]2=[O:44])[CH2:36][NH:35][CH2:34]1)([CH3:29])([CH3:28])[CH3:27]. Product: [C:26]([O:30][C:31](=[O:45])[NH:32][C@@H:33]1[C@@H:37]([N:38]2[CH2:43][CH2:42][CH2:41][CH2:40][C:39]2=[O:44])[CH2:36][N:35]([C:2]2[N:7]=[CH:6][C:5]([O:8][CH2:9][CH2:10][CH2:11][CH:12]3[CH2:17][CH2:16][N:15]([C:18]4[O:22][N:21]=[C:20]([CH:23]([CH3:25])[CH3:24])[N:19]=4)[CH2:14][CH2:13]3)=[CH:4][N:3]=2)[CH2:34]1)([CH3:29])([CH3:27])[CH3:28]. The catalyst class is: 6.